Dataset: CYP2D6 inhibition data for predicting drug metabolism from PubChem BioAssay. Task: Regression/Classification. Given a drug SMILES string, predict its absorption, distribution, metabolism, or excretion properties. Task type varies by dataset: regression for continuous measurements (e.g., permeability, clearance, half-life) or binary classification for categorical outcomes (e.g., BBB penetration, CYP inhibition). Dataset: cyp2d6_veith. The molecule is Cc1nc(SCC(=O)Nc2ccc(N3CCOCC3)cc2)nc(C)c1C. The result is 0 (non-inhibitor).